From a dataset of Catalyst prediction with 721,799 reactions and 888 catalyst types from USPTO. Predict which catalyst facilitates the given reaction. (1) Reactant: O1[C:5]2([CH2:10][CH2:9][O:8][CH2:7][CH:6]2[NH:11][S:12]([CH:15]([CH3:17])[CH3:16])(=[O:14])=[O:13])[O:4]CC1.CC1C=CC(S([O-])(=O)=O)=CC=1.C1C=C[NH+]=CC=1.CC1C=CC(S(O)(=O)=O)=CC=1.OS(O)(=O)=O. Product: [O:4]=[C:5]1[CH2:10][CH2:9][O:8][CH2:7][CH:6]1[NH:11][S:12]([CH:15]([CH3:17])[CH3:16])(=[O:14])=[O:13]. The catalyst class is: 95. (2) Reactant: CS[C:3]1[NH:4][CH2:5][CH2:6][C:7]2([C:16]3[C:11](=[CH:12][CH:13]=[CH:14][CH:15]=3)[CH2:10][CH2:9]2)[N:8]=1.[NH2:17][N:18]1[C:22]([C:23](O)=[O:24])=[CH:21][N:20]=[C:19]1[CH:26]1[CH2:31][CH2:30][O:29][CH2:28][CH2:27]1.CN(C(ON1N=NC2C=CC=NC1=2)=[N+](C)C)C.F[P-](F)(F)(F)(F)F.CCN(C(C)C)C(C)C. Product: [O:29]1[CH2:30][CH2:31][CH:26]([C:19]2[N:18]3[C:22]([C:23](=[O:24])[N:4]4[CH2:5][CH2:6][C:7]5([C:16]6[C:11](=[CH:12][CH:13]=[CH:14][CH:15]=6)[CH2:10][CH2:9]5)[NH:8][C:3]4=[N:17]3)=[CH:21][N:20]=2)[CH2:27][CH2:28]1. The catalyst class is: 3. (3) Reactant: [N:1]1([C@H:7]2[CH2:24][C@@:23]3([CH3:25])[C@@H:10]([CH2:11][CH2:12][C@@H:13]4[C@@H:22]3[CH2:21][CH2:20][C@@:18]3([CH3:19])[C@H:14]4[CH2:15][C@H:16]([N:27]4[CH2:31][CH2:30][CH2:29][CH2:28]4)[C@@H:17]3[OH:26])[CH2:9][C@@H:8]2[OH:32])[CH2:6][CH2:5][O:4][CH2:3][CH2:2]1.C(N(CC)CC)C.[C:40](OC(=O)C)(=[O:42])[CH3:41].C([O-])([O-])=O.[Na+].[Na+]. Product: [C:40]([O:26][C@H:17]1[C@@H:16]([N:27]2[CH2:28][CH2:29][CH2:30][CH2:31]2)[CH2:15][C@H:14]2[C@H:13]3[C@H:22]([CH2:21][CH2:20][C@:18]12[CH3:19])[C@:23]1([CH3:25])[C@H:10]([CH2:9][C@H:8]([OH:32])[C@@H:7]([N:1]2[CH2:6][CH2:5][O:4][CH2:3][CH2:2]2)[CH2:24]1)[CH2:11][CH2:12]3)(=[O:42])[CH3:41]. The catalyst class is: 545. (4) Reactant: [NH2:1][C:2]1[CH:3]=[C:4]([CH:10]=[CH:11][C:12]=1C1(N)CCCCC1)[C:5]([O:7]CC)=[O:6].OOS([O-])=O.[K+].[O:26]1[CH:30]=[CH:29][C:28]([CH:31]=O)=[CH:27]1.[OH-].[Na+]. Product: [CH:2]1([N:1]2[C:12]3[CH:11]=[CH:10][C:4]([C:5]([OH:7])=[O:6])=[CH:3][C:2]=3[N:1]=[C:31]2[C:28]2[CH:29]=[CH:30][O:26][CH:27]=2)[CH2:3][CH2:4][CH2:10][CH2:11][CH2:12]1. The catalyst class is: 18. (5) The catalyst class is: 9. Reactant: [Cl:1][C:2]1[CH:10]=[CH:9][C:5]([C:6]([OH:8])=[O:7])=[C:4]([NH:11][CH2:12][CH2:13][CH2:14][Cl:15])[C:3]=1[N+:16]([O-:18])=[O:17].CI.[C:21](=O)([O-])[O-].[K+].[K+].C(OCC)(=O)C. Product: [Cl:1][C:2]1[CH:10]=[CH:9][C:5]([C:6]([O:8][CH3:21])=[O:7])=[C:4]([NH:11][CH2:12][CH2:13][CH2:14][Cl:15])[C:3]=1[N+:16]([O-:18])=[O:17]. (6) Reactant: [CH3:1][O:2][C:3](=[O:20])[CH2:4][CH2:5][CH2:6][N:7]1[CH2:12][CH2:11][N:10]([C:13]2[CH:18]=[CH:17][C:16]([NH2:19])=[CH:15][CH:14]=2)[CH2:9][CH2:8]1.I[C:22]1[CH:27]=[CH:26][CH:25]=[CH:24][CH:23]=1.P(C(C)(C)C)(C(C)(C)C)C(C)(C)C.O(C(C)(C)C)[Na]. Product: [CH3:1][O:2][C:3](=[O:20])[CH2:4][CH2:5][CH2:6][N:7]1[CH2:12][CH2:11][N:10]([C:13]2[CH:14]=[CH:15][C:16]([NH:19][C:22]3[CH:27]=[CH:26][CH:25]=[CH:24][CH:23]=3)=[CH:17][CH:18]=2)[CH2:9][CH2:8]1. The catalyst class is: 110. (7) Reactant: C([O:3][C:4](=[O:29])[CH2:5][CH2:6][CH2:7][N:8]([CH2:10][CH2:11][O:12][C:13]1[CH:18]=[CH:17][C:16]([N:19]2[C:27]([Cl:28])=[C:26]3[C:21]([CH:22]=[CH:23][CH:24]=[CH:25]3)=[N:20]2)=[CH:15][CH:14]=1)[CH3:9])C.[OH-].[Na+]. Product: [Cl:28][C:27]1[N:19]([C:16]2[CH:15]=[CH:14][C:13]([O:12][CH2:11][CH2:10][N:8]([CH3:9])[CH2:7][CH2:6][CH2:5][C:4]([OH:29])=[O:3])=[CH:18][CH:17]=2)[N:20]=[C:21]2[C:26]=1[CH:25]=[CH:24][CH:23]=[CH:22]2. The catalyst class is: 88. (8) Reactant: O1[CH:5]=[N:4][N:3]=[C:2]1[CH:6]1[CH2:11][CH2:10][CH2:9][CH:8]([N:12]([CH2:25][CH3:26])[C:13]2[CH:20]=[CH:19][C:16]([C:17]#[N:18])=[C:15]([C:21]([F:24])([F:23])[F:22])[CH:14]=2)[CH2:7]1.[CH:27]([NH2:30])([CH3:29])[CH3:28].C([O-])(=O)C.[NH+]1C=CC=CC=1. Product: [CH2:25]([N:12]([CH:8]1[CH2:9][CH2:10][CH2:11][CH:6]([C:2]2[N:30]([CH:27]([CH3:29])[CH3:28])[CH:5]=[N:4][N:3]=2)[CH2:7]1)[C:13]1[CH:20]=[CH:19][C:16]([C:17]#[N:18])=[C:15]([C:21]([F:24])([F:23])[F:22])[CH:14]=1)[CH3:26]. The catalyst class is: 2. (9) Reactant: [ClH:1].O1CCOCC1.C(OC([N:15]1[CH2:20][CH2:19][N:18]([CH2:21][CH2:22][F:23])[CH2:17][CH2:16]1)=O)(C)(C)C. Product: [ClH:1].[F:23][CH2:22][CH2:21][N:18]1[CH2:19][CH2:20][NH:15][CH2:16][CH2:17]1. The catalyst class is: 4. (10) Reactant: [Br:1]Br.[Cl:3][CH2:4][CH2:5][C:6]1[CH:11]=[CH:10][C:9]([OH:12])=[CH:8][CH:7]=1. Product: [Br:1][C:10]1[CH:11]=[C:6]([CH2:5][CH2:4][Cl:3])[CH:7]=[CH:8][C:9]=1[OH:12]. The catalyst class is: 22.